Dataset: Full USPTO retrosynthesis dataset with 1.9M reactions from patents (1976-2016). Task: Predict the reactants needed to synthesize the given product. (1) Given the product [CH2:1]([O:8][CH2:9][CH2:10][CH2:11][O:12][C:13]1[CH:14]=[CH:15][C:16]([CH:19]2[CH:24]([O:25][CH2:26][C:27]3[CH:36]=[CH:35][C:34]4[C:29](=[CH:30][CH:31]=[CH:32][CH:33]=4)[CH:28]=3)[CH2:23][N:22]([C:37]([O:39][C:40]([CH3:42])([CH3:41])[CH3:43])=[O:38])[CH2:21][CH:20]2[CH2:44][O:45][CH2:47][CH2:48][N:49]2[CH2:54][CH2:53][O:52][CH2:51][CH2:50]2)=[CH:17][CH:18]=1)[C:2]1[CH:3]=[CH:4][CH:5]=[CH:6][CH:7]=1, predict the reactants needed to synthesize it. The reactants are: [CH2:1]([O:8][CH2:9][CH2:10][CH2:11][O:12][C:13]1[CH:18]=[CH:17][C:16]([CH:19]2[CH:24]([O:25][CH2:26][C:27]3[CH:36]=[CH:35][C:34]4[C:29](=[CH:30][CH:31]=[CH:32][CH:33]=4)[CH:28]=3)[CH2:23][N:22]([C:37]([O:39][C:40]([CH3:43])([CH3:42])[CH3:41])=[O:38])[CH2:21][CH:20]2[CH2:44][OH:45])=[CH:15][CH:14]=1)[C:2]1[CH:7]=[CH:6][CH:5]=[CH:4][CH:3]=1.Cl[CH2:47][CH2:48][N:49]1[CH2:54][CH2:53][O:52][CH2:51][CH2:50]1. (2) Given the product [C:1]([N:5]1[CH2:10][CH2:9][O:8][CH2:7][CH2:6]1)(=[O:4])[CH:2]=[CH2:3].[CH3:11][N:12]([CH3:17])[C:13](=[O:16])[CH:14]=[CH2:15], predict the reactants needed to synthesize it. The reactants are: [C:1]([N:5]1[CH2:10][CH2:9][O:8][CH2:7][CH2:6]1)(=[O:4])[CH:2]=[CH2:3].[CH3:11][N:12]([CH3:17])[C:13](=[O:16])[CH:14]=[CH2:15].C(O)(CC)(C)C.N(C(C1NCCN=1)(C)C)=NC(C1NCCN=1)(C)C.SCCO. (3) Given the product [NH:1]1[C:5]2[CH2:6][CH:7]3[CH2:9][CH:8]3[C:4]=2[C:3]([C:10]#[N:30])=[N:2]1, predict the reactants needed to synthesize it. The reactants are: [NH:1]1[C:5]2[CH2:6][CH:7]3[CH2:9][CH:8]3[C:4]=2[C:3]([C:10](OCC)=O)=[N:2]1.FC(F)(F)S(OS(C(F)(F)F)(=O)=O)(=O)=O.[NH3:30]. (4) Given the product [C:42]([N:46]1[CH:50]=[C:49]([C:51]2[CH:52]=[C:53]([O:61][C@@H:62]([C@H:64]3[CH2:68][NH:67][C:66](=[O:79])[CH2:65]3)[CH3:63])[C:54]3[N:55]([N:57]=[CH:58][C:59]=3[CH3:60])[CH:56]=2)[CH:48]=[N:47]1)([CH3:43])([CH3:44])[CH3:45], predict the reactants needed to synthesize it. The reactants are: BrC1C=NN2C=C(C3C=NN(C(C)(C)C)C=3)C=C(O[C@@H]([C@H]3CN([C@@H](C4C=CC(OC)=CC=4)C)C(=O)C3)C)C=12.C[Zn]C.[C:42]([N:46]1[CH:50]=[C:49]([C:51]2[CH:52]=[C:53]([O:61][C@@H:62]([C@H:64]3[CH2:68][N:67]([C@@H](C4C=CC(OC)=CC=4)C)[C:66](=[O:79])[CH2:65]3)[CH3:63])[C:54]3[N:55]([N:57]=[CH:58][C:59]=3[CH3:60])[CH:56]=2)[CH:48]=[N:47]1)([CH3:45])([CH3:44])[CH3:43]. (5) Given the product [Br:18][C:19]1[CH:20]=[C:21]([NH:22][C:9](=[O:10])[O:11][C:12]([CH3:13])([CH3:14])[CH3:15])[CH:23]=[CH:24][CH:25]=1, predict the reactants needed to synthesize it. The reactants are: [C:9](O[C:9]([O:11][C:12]([CH3:15])([CH3:14])[CH3:13])=[O:10])([O:11][C:12]([CH3:15])([CH3:14])[CH3:13])=[O:10].[OH-].[Na+].[Br:18][C:19]1[CH:20]=[C:21]([CH:23]=[CH:24][CH:25]=1)[NH2:22]. (6) Given the product [CH3:10][C:11]([CH3:45])([CH3:44])[C:12]([O:14][CH2:15][C@@H:16]1[C@@H:21]([O:22][C:23](=[O:28])[C:24]([CH3:25])([CH3:26])[CH3:27])[C@H:20]([O:29][C:30](=[O:35])[C:31]([CH3:33])([CH3:32])[CH3:34])[C@H:19]([O:36][C:37](=[O:42])[C:38]([CH3:41])([CH3:40])[CH3:39])[C@@H:18]([C:4]2[CH:5]=[CH:6][CH:7]=[C:2]([Br:1])[C:3]=2[CH3:9])[O:17]1)=[O:13], predict the reactants needed to synthesize it. The reactants are: [Br:1][C:2]1[CH:7]=[CH:6][CH:5]=[C:4](I)[C:3]=1[CH3:9].[CH3:10][C:11]([CH3:45])([CH3:44])[C:12]([O:14][CH2:15][C@@H:16]1[C@@H:21]([O:22][C:23](=[O:28])[C:24]([CH3:27])([CH3:26])[CH3:25])[C@H:20]([O:29][C:30](=[O:35])[C:31]([CH3:34])([CH3:33])[CH3:32])[C@H:19]([O:36][C:37](=[O:42])[C:38]([CH3:41])([CH3:40])[CH3:39])[C@@H:18](Br)[O:17]1)=[O:13].Cl. (7) Given the product [CH2:1]([C:4]1[CH2:11][C@@H:12]2[C@H:6]([CH:5]=1)[C:7](=[CH:27][C:28]([O:30][C:31]([CH3:34])([CH3:33])[CH3:32])=[O:29])[CH2:13]2)[CH2:2][CH3:3], predict the reactants needed to synthesize it. The reactants are: [CH2:1]([CH:4]([CH2:11][CH:12]=[CH2:13])[CH:5](O)[CH2:6][C:7](O)=O)[CH2:2][CH3:3].C([O-])(=O)C.[K+].[H-].[Na+].COP([CH2:27][C:28]([O:30][C:31]([CH3:34])([CH3:33])[CH3:32])=[O:29])(OC)=O. (8) Given the product [NH2:28][C:23]1[N:22]=[CH:21][C:20]2[C:25](=[CH:26][CH:27]=[C:18]([C:16]3[CH:17]=[C:12]([NH:11][C:2]([NH:1][CH2:4][C:5]4[CH:10]=[CH:9][CH:8]=[CH:7][CH:6]=4)=[O:3])[CH:13]=[CH:14][C:15]=3[CH3:29])[CH:19]=2)[N:24]=1, predict the reactants needed to synthesize it. The reactants are: [N:1]([CH2:4][C:5]1[CH:10]=[CH:9][CH:8]=[CH:7][CH:6]=1)=[C:2]=[O:3].[NH2:11][C:12]1[CH:13]=[CH:14][C:15]([CH3:29])=[C:16]([C:18]2[CH:19]=[C:20]3[C:25](=[CH:26][CH:27]=2)[N:24]=[C:23]([NH2:28])[N:22]=[CH:21]3)[CH:17]=1. (9) Given the product [F:1][C:2]1[CH:7]=[C:6]([C:8]2[CH:9]=[C:10]3[C:16]([C:52]4[CH:51]=[N:50][N:49]([CH2:41][CH2:42][C:43]5[CH:48]=[CH:47][CH:46]=[CH:45][CH:44]=5)[CH:53]=4)=[CH:15][N:14]([S:18]([C:21]4[CH:27]=[CH:26][C:24]([CH3:25])=[CH:23][CH:22]=4)(=[O:20])=[O:19])[C:11]3=[N:12][CH:13]=2)[CH:5]=[CH:4][C:3]=1[C:28]1[CH2:33][CH2:32][N:31]([C:34]([O:36][C:37]([CH3:40])([CH3:39])[CH3:38])=[O:35])[CH2:30][CH:29]=1, predict the reactants needed to synthesize it. The reactants are: [F:1][C:2]1[CH:7]=[C:6]([C:8]2[CH:9]=[C:10]3[C:16](I)=[CH:15][N:14]([S:18]([C:21]4[CH:27]=[CH:26][C:24]([CH3:25])=[CH:23][CH:22]=4)(=[O:20])=[O:19])[C:11]3=[N:12][CH:13]=2)[CH:5]=[CH:4][C:3]=1[C:28]1[CH2:33][CH2:32][N:31]([C:34]([O:36][C:37]([CH3:40])([CH3:39])[CH3:38])=[O:35])[CH2:30][CH:29]=1.[CH2:41]([N:49]1[CH:53]=[C:52](B2OC(C)(C)C(C)(C)O2)[CH:51]=[N:50]1)[CH2:42][C:43]1[CH:48]=[CH:47][CH:46]=[CH:45][CH:44]=1.C(=O)([O-])[O-].[Na+].[Na+]. (10) Given the product [C:7]([C:6]1[CH:9]=[CH:10][C:3](/[CH:1]=[CH:12]/[C:13]([OH:15])=[O:14])=[CH:4][CH:5]=1)#[N:8], predict the reactants needed to synthesize it. The reactants are: [CH:1]([C:3]1[CH:10]=[CH:9][C:6]([C:7]#[N:8])=[CH:5][CH:4]=1)=O.C(O)(=O)[CH2:12][C:13]([OH:15])=[O:14].N1CCCCC1.Cl.